Task: Predict the reactants needed to synthesize the given product.. Dataset: Full USPTO retrosynthesis dataset with 1.9M reactions from patents (1976-2016) Given the product [N:24]1[CH:29]=[CH:28][CH:27]=[C:26]([NH:30][C:21]([C:17]2[S:16][C:15]([C:12]3[CH:13]=[CH:14][N:10]([CH2:9][CH2:8][C:5]4[CH:4]=[CH:3][C:2]([F:1])=[CH:7][CH:6]=4)[N:11]=3)=[N:19][C:18]=2[CH3:20])=[O:23])[CH:25]=1, predict the reactants needed to synthesize it. The reactants are: [F:1][C:2]1[CH:7]=[CH:6][C:5]([CH2:8][CH2:9][N:10]2[CH:14]=[CH:13][C:12]([C:15]3[S:16][C:17]([C:21]([OH:23])=O)=[C:18]([CH3:20])[N:19]=3)=[N:11]2)=[CH:4][CH:3]=1.[N:24]1[CH:29]=[CH:28][CH:27]=[C:26]([NH2:30])[CH:25]=1.